From a dataset of Forward reaction prediction with 1.9M reactions from USPTO patents (1976-2016). Predict the product of the given reaction. (1) Given the reactants [F:1][C:2]1[CH:7]=[CH:6][C:5]([C:8]2[N:12]=[C:11]([S:13][CH3:14])[N:10]([CH2:15][CH2:16][O:17][CH3:18])[C:9]=2[C:19]2[CH:24]=[CH:23][N:22]=[C:21]([NH:25][C:26]([CH:28]3[CH2:33][CH2:32][O:31][CH2:30][CH2:29]3)=[O:27])[CH:20]=2)=[CH:4][CH:3]=1.I([O-])(=O)(=O)=[O:35].[Na+], predict the reaction product. The product is: [F:1][C:2]1[CH:7]=[CH:6][C:5]([C:8]2[N:12]=[C:11]([S:13]([CH3:14])=[O:35])[N:10]([CH2:15][CH2:16][O:17][CH3:18])[C:9]=2[C:19]2[CH:24]=[CH:23][N:22]=[C:21]([NH:25][C:26]([CH:28]3[CH2:29][CH2:30][O:31][CH2:32][CH2:33]3)=[O:27])[CH:20]=2)=[CH:4][CH:3]=1. (2) The product is: [Br:2][C:3]1[CH:4]=[C:5]([O:16][CH:22]2[CH2:18][CH2:19][N:20]([C:23]([O:25][C:26]([CH3:29])([CH3:28])[CH3:27])=[O:24])[CH2:21]2)[C:6]([NH:9][C:10]2[S:11][CH:12]=[C:13]([CH3:15])[N:14]=2)=[N:7][CH:8]=1. Given the reactants Cl.[Br:2][C:3]1[CH:4]=[C:5]([OH:16])[C:6]([NH:9][C:10]2[S:11][CH:12]=[C:13]([CH3:15])[N:14]=2)=[N:7][CH:8]=1.Br[CH:18]1[CH2:22][CH2:21][N:20]([C:23]([O:25][C:26]([CH3:29])([CH3:28])[CH3:27])=[O:24])[CH2:19]1.C([O-])([O-])=O.[K+].[K+].CN(C=O)C, predict the reaction product. (3) The product is: [C:17]([O:21][C:22]([N:24]1[CH2:29][CH2:28][CH:27]([CH2:30][CH2:31][CH2:32][O:33][C:3]2[CH:8]=[CH:7][N:6]=[CH:5][CH:4]=2)[CH2:26][CH2:25]1)=[O:23])([CH3:20])([CH3:19])[CH3:18]. Given the reactants Cl.Cl[C:3]1[CH:8]=[CH:7][N:6]=[CH:5][CH:4]=1.[OH-].[K+].C([O-])([O-])=O.[K+].[K+].[C:17]([O:21][C:22]([N:24]1[CH2:29][CH2:28][CH:27]([CH2:30][CH2:31][CH2:32][OH:33])[CH2:26][CH2:25]1)=[O:23])([CH3:20])([CH3:19])[CH3:18].C(N(CCOCCOC)CCOCCOC)COCCOC, predict the reaction product. (4) Given the reactants C([N:4]1[C:12]2[C:7](=[CH:8][CH:9]=[CH:10][CH:11]=2)/[C:6](=[C:13](/OCC)\[C:14]2[CH:19]=[CH:18][CH:17]=[CH:16][CH:15]=2)/[C:5]1=[O:23])(=[O:3])C.C(OC(=O)[NH:30][CH2:31][CH2:32][CH2:33][CH2:34][CH2:35][CH2:36][NH:37][C:38](=[O:46])[C:39]1[CH:44]=[CH:43][C:42]([NH2:45])=[CH:41][CH:40]=1)(C)(C)C.ClCCl, predict the reaction product. The product is: [OH-:3].[NH4+:4].[NH2:30][CH2:31][CH2:32][CH2:33][CH2:34][CH2:35][CH2:36][NH:37][C:38](=[O:46])[C:39]1[CH:44]=[CH:43][C:42]([NH:45]/[C:13](=[C:6]2\[C:5](=[O:23])[NH:4][C:12]3[C:7]\2=[CH:8][CH:9]=[CH:10][CH:11]=3)/[C:14]2[CH:15]=[CH:16][CH:17]=[CH:18][CH:19]=2)=[CH:41][CH:40]=1.